Dataset: Full USPTO retrosynthesis dataset with 1.9M reactions from patents (1976-2016). Task: Predict the reactants needed to synthesize the given product. (1) Given the product [C:19]1([C:29]2[CH:30]=[CH:31][CH:32]=[CH:33][CH:34]=2)[CH:20]=[CH:21][C:22]([CH2:25][C:26]([NH:1][N:2]2[N:11]=[C:10]([N:12]3[CH2:17][CH2:16][O:15][CH2:14][CH2:13]3)[C:9]3[C:4](=[CH:5][CH:6]=[CH:7][CH:8]=3)[C:3]2=[O:18])=[O:27])=[CH:23][CH:24]=1, predict the reactants needed to synthesize it. The reactants are: [NH2:1][N:2]1[N:11]=[C:10]([N:12]2[CH2:17][CH2:16][O:15][CH2:14][CH2:13]2)[C:9]2[C:4](=[CH:5][CH:6]=[CH:7][CH:8]=2)[C:3]1=[O:18].[C:19]1([C:29]2[CH:34]=[CH:33][CH:32]=[CH:31][CH:30]=2)[CH:24]=[CH:23][C:22]([CH2:25][C:26](O)=[O:27])=[CH:21][CH:20]=1. (2) Given the product [CH:1]([C:4]1[CH:5]=[C:6]([CH:7]=[C:8]([CH3:10])[CH:9]=1)[O:11][CH2:14][C:15]([OH:17])=[O:16])([CH3:3])[CH3:2], predict the reactants needed to synthesize it. The reactants are: [CH:1]([C:4]1[CH:5]=[C:6]([OH:11])[CH:7]=[C:8]([CH3:10])[CH:9]=1)([CH3:3])[CH3:2].[Na+].Cl[CH2:14][C:15]([O-:17])=[O:16].[OH-].[K+]. (3) Given the product [C:1]1([C:24]2[CH:29]=[CH:28][CH:27]=[CH:26][CH:25]=2)[CH:6]=[CH:5][C:4]([CH2:7][N:8]2[C:12]3[CH:13]=[C:14]([F:19])[C:15]([I:18])=[C:16]([F:17])[C:11]=3[N:10]=[C:9]2[O:39][CH2:38][CH:36]2[CH2:37][CH:35]2[C:33]([O:32][CH2:30][CH3:31])=[O:34])=[CH:3][CH:2]=1, predict the reactants needed to synthesize it. The reactants are: [C:1]1([C:24]2[CH:29]=[CH:28][CH:27]=[CH:26][CH:25]=2)[CH:6]=[CH:5][C:4]([CH2:7][N:8]2[C:12]3[CH:13]=[C:14]([F:19])[C:15]([I:18])=[C:16]([F:17])[C:11]=3[N:10]=[C:9]2S(C)(=O)=O)=[CH:3][CH:2]=1.[CH2:30]([O:32][C:33]([CH:35]1[CH2:37][CH:36]1[CH2:38][OH:39])=[O:34])[CH3:31].C1CCN2C(=NCCC2)CC1.